This data is from Reaction yield outcomes from USPTO patents with 853,638 reactions. The task is: Predict the reaction yield, written as a fraction of the theoretical maximum amount of product (1.0 means a 100% yield; for example, 0.34 means a 34% yield). (1) The reactants are [Br:1][C:2]1[CH:7]=[C:6]([N+:8]([O-:10])=[O:9])[CH:5]=[CH:4][C:3]=1[OH:11].C1(P(C2C=CC=CC=2)C2C=CC=CC=2)C=CC=CC=1.[F:31][C:32]1[CH:33]=[C:34]([CH:37]=[CH:38][CH:39]=1)[CH2:35]O.CC(OC(/N=N/C(OC(C)C)=O)=O)C. The catalyst is C1COCC1.O.CCOC(C)=O. The product is [Br:1][C:2]1[CH:7]=[C:6]([N+:8]([O-:10])=[O:9])[CH:5]=[CH:4][C:3]=1[O:11][CH2:35][C:34]1[CH:37]=[CH:38][CH:39]=[C:32]([F:31])[CH:33]=1. The yield is 0.680. (2) The reactants are [N-]=[C:2]=O.[I:4][C:5]1[CH:11]=[CH:10][C:8]([NH2:9])=[C:7]([N+:12]([O-:14])=[O:13])[CH:6]=1.[O:15]=[C:16](Cl)[O:17]C(Cl)(Cl)Cl.C(O)[CH2:24][CH2:25][CH3:26]. The catalyst is CCOC(C)=O.C(Cl)Cl. The product is [C:25]([O:17][C:16](=[O:15])[NH:9][C:8]1[CH:10]=[CH:11][C:5]([I:4])=[CH:6][C:7]=1[N+:12]([O-:14])=[O:13])([CH3:24])([CH3:26])[CH3:2]. The yield is 0.820. (3) The reactants are [N:1]1[C:10]2[CH2:9][CH2:8][CH2:7][CH:6]([NH:11][CH2:12][CH2:13][CH2:14][CH2:15][N:16]3[C:24](=[O:25])[C:23]4[C:18](=[CH:19][CH:20]=[CH:21][CH:22]=4)[C:17]3=[O:26])[C:5]=2[N:4]=[CH:3][CH:2]=1.[C:27]([O:31][C:32]([N:34]1[C:38]2[CH:39]=[CH:40][CH:41]=[CH:42][C:37]=2[N:36]=[C:35]1[CH2:43]Cl)=[O:33])([CH3:30])([CH3:29])[CH3:28].[I-].[K+].C(N(C(C)C)CC)(C)C.C(=O)(O)[O-].[Na+]. The catalyst is CC#N. The product is [C:27]([O:31][C:32]([N:34]1[C:38]2[CH:39]=[CH:40][CH:41]=[CH:42][C:37]=2[N:36]=[C:35]1[CH2:43][N:11]([CH2:12][CH2:13][CH2:14][CH2:15][N:16]1[C:17](=[O:26])[C:18]2[C:23](=[CH:22][CH:21]=[CH:20][CH:19]=2)[C:24]1=[O:25])[CH:6]1[CH2:7][CH2:8][CH2:9][C:10]2[N:1]=[CH:2][CH:3]=[N:4][C:5]1=2)=[O:33])([CH3:30])([CH3:29])[CH3:28]. The yield is 0.850. (4) The reactants are [CH:1]1([C:4]([NH:6][C:7]2[N:8]=[C:9]3[CH:14]=[CH:13][C:12]([O:15][C:16]4[CH:17]=[C:18]([CH:22]=[CH:23][CH:24]=4)[C:19](O)=[O:20])=[N:11][N:10]3[CH:25]=2)=[O:5])[CH2:3][CH2:2]1.[CH3:26][N:27]1[C:31]([NH2:32])=[CH:30][C:29]([CH3:33])=[N:28]1.ON1C2C=CC=CC=2N=N1.Cl.C(N=C=NCCCN(C)C)C.C(N(CC)CC)C. The catalyst is CN(C)C=O. The product is [CH:1]1([C:4]([NH:6][C:7]2[N:8]=[C:9]3[CH:14]=[CH:13][C:12]([O:15][C:16]4[CH:17]=[C:18]([CH:22]=[CH:23][CH:24]=4)[C:19]([NH:32][C:31]4[N:27]([CH3:26])[N:28]=[C:29]([CH3:33])[CH:30]=4)=[O:20])=[N:11][N:10]3[CH:25]=2)=[O:5])[CH2:3][CH2:2]1. The yield is 0.750. (5) The reactants are Br[C:2]1[CH:3]=[CH:4][C:5]2[C:6]3[CH2:15][N:14]([C:16]([O:18][C:19]([CH3:22])([CH3:21])[CH3:20])=[O:17])[CH2:13][CH2:12][C:7]=3[N:8]([CH3:11])[C:9]=2[CH:10]=1.[F:23][C:24]([F:39])([F:38])[C:25]1[CH:30]=[CH:29][C:28]([C:31]2[CH:36]=[CH:35][NH:34][C:33](=[O:37])[CH:32]=2)=[CH:27][CH:26]=1. No catalyst specified. The product is [CH3:11][N:8]1[C:9]2[CH:10]=[C:2]([N:34]3[CH:35]=[CH:36][C:31]([C:28]4[CH:27]=[CH:26][C:25]([C:24]([F:38])([F:39])[F:23])=[CH:30][CH:29]=4)=[CH:32][C:33]3=[O:37])[CH:3]=[CH:4][C:5]=2[C:6]2[CH2:15][N:14]([C:16]([O:18][C:19]([CH3:22])([CH3:21])[CH3:20])=[O:17])[CH2:13][CH2:12][C:7]1=2. The yield is 0.450. (6) The reactants are Cl[CH2:2][C:3]([C:5]1[CH:6]=[C:7]2[C:11](=[CH:12][CH:13]=1)[NH:10][C:9](=[O:14])[CH2:8]2)=O.[C:15]([NH2:18])(=[S:17])[CH3:16]. The catalyst is C(O)(=O)C. The product is [CH3:16][C:15]1[S:17][CH:2]=[C:3]([C:5]2[CH:6]=[C:7]3[C:11](=[CH:12][CH:13]=2)[NH:10][C:9](=[O:14])[CH2:8]3)[N:18]=1. The yield is 0.910. (7) The reactants are Cl.[CH3:2][O:3][C:4](=[O:13])[CH:5]([CH2:11][NH2:12])[CH:6]1[CH2:10]CCC1.[F:14][C:15]1[CH:22]=[CH:21][C:18]([CH:19]=O)=[CH:17][CH:16]=1.[C:23](O)(=O)C.C(O[BH-](OC(=O)C)OC(=O)C)(=O)C.[Na+]. The catalyst is CO.C(=O)(O)[O-].[Na+]. The product is [CH2:2]([O:3][C:4]([C:5]1([CH2:11][NH:12][CH2:19][C:18]2[CH:21]=[CH:22][C:15]([F:14])=[CH:16][CH:17]=2)[CH2:6][CH2:10]1)=[O:13])[CH3:23]. The yield is 0.790.